Dataset: Full USPTO retrosynthesis dataset with 1.9M reactions from patents (1976-2016). Task: Predict the reactants needed to synthesize the given product. (1) Given the product [Br:7][C:8]1[CH:9]=[C:10]([C:13]2([CH3:41])[CH2:18][C:17]3([CH2:19][O:22][CH2:21]3)[S:16][C:15]([NH:23][C:24](=[O:40])[O:25][CH2:26][CH:27]3[C:28]4[CH:29]=[CH:30][CH:31]=[CH:32][C:33]=4[C:34]4[C:39]3=[CH:38][CH:37]=[CH:36][CH:35]=4)=[N:14]2)[S:11][CH:12]=1, predict the reactants needed to synthesize it. The reactants are: C(=O)([O-])[O-].[K+].[K+].[Br:7][C:8]1[CH:9]=[C:10]([C:13]2([CH3:41])[CH2:18][C:17]([CH2:21][OH:22])([CH2:19]I)[S:16][C:15]([NH:23][C:24](=[O:40])[O:25][CH2:26][CH:27]3[C:39]4[CH:38]=[CH:37][CH:36]=[CH:35][C:34]=4[C:33]4[C:28]3=[CH:29][CH:30]=[CH:31][CH:32]=4)=[N:14]2)[S:11][CH:12]=1. (2) The reactants are: [CH3:1][O:2][CH:3]([O:6][CH3:7])[CH:4]=O.[O:8]=[C:9]([CH:11](P(=O)(OCC)OCC)[CH2:12][CH2:13][CH2:14][CH3:15])[CH3:10]. Given the product [CH3:7][O:6][CH:3]([O:2][CH3:1])/[CH:4]=[C:11](\[CH2:12][CH2:13][CH2:14][CH3:15])/[C:9](=[O:8])[CH3:10], predict the reactants needed to synthesize it. (3) Given the product [F:1][C:2]1[CH:7]=[C:6]([O:8][C:9]2[CH:14]=[CH:13][N:12]=[C:11]3[CH:15]=[C:16]([C:46]4[CH:45]=[CH:44][C:43]([C:41]([N:35]5[CH2:40][CH2:39][O:38][CH2:37][CH2:36]5)=[O:42])=[CH:48][CH:47]=4)[S:17][C:10]=23)[C:5]([F:19])=[CH:4][C:3]=1[C:20]1[C:21](=[O:34])[N:22]([CH3:33])[C:23]([NH:26][C:27]2[CH:32]=[CH:31][CH:30]=[CH:29][CH:28]=2)=[N:24][CH:25]=1, predict the reactants needed to synthesize it. The reactants are: [F:1][C:2]1[CH:7]=[C:6]([O:8][C:9]2[CH:14]=[CH:13][N:12]=[C:11]3[CH:15]=[C:16](I)[S:17][C:10]=23)[C:5]([F:19])=[CH:4][C:3]=1[C:20]1[C:21](=[O:34])[N:22]([CH3:33])[C:23]([NH:26][C:27]2[CH:32]=[CH:31][CH:30]=[CH:29][CH:28]=2)=[N:24][CH:25]=1.[N:35]1([C:41]([C:43]2[CH:48]=[CH:47][C:46](B(O)O)=[CH:45][CH:44]=2)=[O:42])[CH2:40][CH2:39][O:38][CH2:37][CH2:36]1.[Cl-].[Li+]. (4) The reactants are: Cl[C:2]1[N:3]=[C:4]([N:23]2[CH2:28][CH2:27][O:26][CH2:25][CH2:24]2)[C:5]2[S:10][C:9]([CH2:11][N:12]3[CH2:17][CH2:16][N:15]([C:18](=[O:22])[C@@H:19]([OH:21])[CH3:20])[CH2:14][CH2:13]3)=[CH:8][C:6]=2[N:7]=1.B(O)(O)[C:30]1[CH:35]=[N:34][C:33]([O:36][CH3:37])=[N:32][CH:31]=1. Given the product [OH:21][C@@H:19]([CH3:20])[C:18]([N:15]1[CH2:16][CH2:17][N:12]([CH2:11][C:9]2[S:10][C:5]3[C:4]([N:23]4[CH2:28][CH2:27][O:26][CH2:25][CH2:24]4)=[N:3][C:2]([C:30]4[CH:31]=[N:32][C:33]([O:36][CH3:37])=[N:34][CH:35]=4)=[N:7][C:6]=3[CH:8]=2)[CH2:13][CH2:14]1)=[O:22], predict the reactants needed to synthesize it. (5) Given the product [C:3]([C:5]1[CH:6]=[C:7]([O:11][C:12]([N:14]2[CH2:18][C@@H:17]([N:19]([CH2:32][C:33]3[CH:34]=[C:35]([C:43]([F:44])([F:45])[F:46])[CH:36]=[C:37]([C:39]([F:41])([F:42])[F:40])[CH:38]=3)[C:20]3[N:25]=[CH:24][C:23]([C:26]4[CH:27]=[N:28][N:29]([CH3:31])[CH:30]=4)=[CH:22][N:21]=3)[CH2:16][C@H:15]2[CH2:47][CH3:48])=[O:13])[CH:8]=[CH:9][CH:10]=1)([OH:4])=[O:2], predict the reactants needed to synthesize it. The reactants are: C[O:2][C:3]([C:5]1[CH:6]=[C:7]([O:11][C:12]([N:14]2[CH2:18][C@@H:17]([N:19]([CH2:32][C:33]3[CH:38]=[C:37]([C:39]([F:42])([F:41])[F:40])[CH:36]=[C:35]([C:43]([F:46])([F:45])[F:44])[CH:34]=3)[C:20]3[N:25]=[CH:24][C:23]([C:26]4[CH:27]=[N:28][N:29]([CH3:31])[CH:30]=4)=[CH:22][N:21]=3)[CH2:16][C@H:15]2[CH2:47][CH3:48])=[O:13])[CH:8]=[CH:9][CH:10]=1)=[O:4].Cl.O1CCOCC1. (6) Given the product [CH3:25][N:22]1[C:23]2[C:19](=[CH:18][CH:17]=[C:16]([N:11]3[CH:12]=[CH:13][C:8]([C:5]4[CH:6]=[N:7][C:2]([CH3:1])=[CH:3][CH:4]=4)=[CH:9][C:10]3=[O:14])[CH:24]=2)[C:20]2[CH2:29][CH2:28][N:27]([C:30]([O:32][C:33]([CH3:36])([CH3:35])[CH3:34])=[O:31])[CH2:26][C:21]1=2, predict the reactants needed to synthesize it. The reactants are: [CH3:1][C:2]1[N:7]=[CH:6][C:5]([C:8]2[CH:13]=[CH:12][NH:11][C:10](=[O:14])[CH:9]=2)=[CH:4][CH:3]=1.Br[C:16]1[CH:24]=[C:23]2[C:19]([C:20]3[CH2:29][CH2:28][N:27]([C:30]([O:32][C:33]([CH3:36])([CH3:35])[CH3:34])=[O:31])[CH2:26][C:21]=3[N:22]2[CH3:25])=[CH:18][CH:17]=1. (7) Given the product [C:33]([OH:38])(=[O:37])[C:34]([OH:36])=[O:35].[Br:6][C:7]1[CH:12]=[CH:11][C:10]([CH2:13][CH:14]2[C:24]3[C:19](=[CH:20][C:21]([O:27][CH3:28])=[CH:22][C:23]=3[O:25][CH3:26])[CH2:18][CH2:17][NH:16]2)=[CH:9][CH:8]=1, predict the reactants needed to synthesize it. The reactants are: P(Cl)(Cl)(Cl)=O.[Br:6][C:7]1[CH:12]=[CH:11][C:10]([CH2:13][C:14]([NH:16][CH2:17][CH2:18][C:19]2[CH:24]=[C:23]([O:25][CH3:26])[CH:22]=[C:21]([O:27][CH3:28])[CH:20]=2)=O)=[CH:9][CH:8]=1.[BH4-].[Na+].O.O.[C:33]([OH:38])(=[O:37])[C:34]([OH:36])=[O:35]. (8) Given the product [NH2:9][C:4]1[C:5]([OH:8])=[N:6][CH:7]=[C:2]([Br:1])[CH:3]=1, predict the reactants needed to synthesize it. The reactants are: [Br:1][C:2]1[CH:3]=[C:4]([N+:9]([O-])=O)[C:5]([OH:8])=[N:6][CH:7]=1.O.O.[Sn](Cl)(Cl)(Cl)Cl. (9) Given the product [Br:15][CH:8]([C:5]1[CH:6]=[CH:7][C:2]([Br:1])=[CH:3][C:4]=1[F:14])[C:9]([O:11][CH2:12][CH3:13])=[O:10], predict the reactants needed to synthesize it. The reactants are: [Br:1][C:2]1[CH:7]=[CH:6][C:5]([CH2:8][C:9]([O:11][CH2:12][CH3:13])=[O:10])=[C:4]([F:14])[CH:3]=1.[Br:15]N1C(=O)CCC1=O.N(C(C)(C)C#N)=NC(C)(C)C#N. (10) Given the product [C:46]([C:49]1[CH:54]=[CH:53][C:52]([CH2:55][CH:56]([NH:60][C:8](=[O:10])[C:7]2[CH:6]=[CH:5][C:4]([N+:1]([O-:3])=[O:2])=[CH:12][CH:11]=2)[C:57]([OH:59])=[O:58])=[CH:51][C:50]=1[NH2:61])(=[O:48])[CH3:47], predict the reactants needed to synthesize it. The reactants are: [N+:1]([C:4]1[CH:12]=[CH:11][C:7]([C:8]([OH:10])=O)=[CH:6][CH:5]=1)([O-:3])=[O:2].CN(C(ON1N=NC2C=CC=NC1=2)=[N+](C)C)C.F[P-](F)(F)(F)(F)F.CCN(C(C)C)C(C)C.[C:46]([C:49]1[CH:54]=[CH:53][C:52]([CH2:55][CH:56]([NH2:60])[C:57]([OH:59])=[O:58])=[CH:51][C:50]=1[NH2:61])(=[O:48])[CH3:47].